This data is from Reaction yield outcomes from USPTO patents with 853,638 reactions. The task is: Predict the reaction yield, written as a fraction of the theoretical maximum amount of product (1.0 means a 100% yield; for example, 0.34 means a 34% yield). (1) The reactants are Br[C:2]1[CH:3]=[CH:4][C:5]([F:26])=[C:6]([C:8]2([C:19]3[CH:24]=[CH:23][N:22]=[C:21]([CH3:25])[CH:20]=3)[C:16]3[C:11](=[C:12]([F:17])[CH:13]=[CH:14][CH:15]=3)[C:10]([NH2:18])=[N:9]2)[CH:7]=1.[N:27]1[CH:32]=[CH:31][CH:30]=[C:29](B(O)O)[CH:28]=1. No catalyst specified. The product is [F:17][C:12]1[CH:13]=[CH:14][CH:15]=[C:16]2[C:11]=1[C:10]([NH2:18])=[N:9][C:8]2([C:6]1[CH:7]=[C:2]([C:29]2[CH:28]=[N:27][CH:32]=[CH:31][CH:30]=2)[CH:3]=[CH:4][C:5]=1[F:26])[C:19]1[CH:24]=[CH:23][N:22]=[C:21]([CH3:25])[CH:20]=1. The yield is 0.370. (2) The reactants are [CH2:1]([O:4][C:5]1[C:6]([NH:15]C(=O)C)=[CH:7][C:8]2[C:13]([CH:14]=1)=[CH:12][CH:11]=[CH:10][CH:9]=2)[CH2:2][CH3:3].Cl.[OH-].[Na+]. The catalyst is C(O)C. The product is [CH2:1]([O:4][C:5]1[C:6]([NH2:15])=[CH:7][C:8]2[C:13]([CH:14]=1)=[CH:12][CH:11]=[CH:10][CH:9]=2)[CH2:2][CH3:3]. The yield is 1.00. (3) The reactants are [CH3:1][C:2]1[CH:7]=[C:6]([CH3:8])[NH:5][C:4](=[O:9])[C:3]=1[CH2:10][NH:11][C:12]([C:14]1[C:15]2[CH:32]=[N:31][N:30]([CH:33]([CH3:35])[CH3:34])[C:16]=2[N:17]=[C:18]([C:20]2[CH2:21][C:22]([CH3:29])([CH3:28])[NH:23][C:24]([CH3:27])([CH3:26])[CH:25]=2)[CH:19]=1)=[O:13]. The catalyst is CO.[Pd]. The product is [CH3:1][C:2]1[CH:7]=[C:6]([CH3:8])[NH:5][C:4](=[O:9])[C:3]=1[CH2:10][NH:11][C:12]([C:14]1[C:15]2[CH:32]=[N:31][N:30]([CH:33]([CH3:35])[CH3:34])[C:16]=2[N:17]=[C:18]([CH:20]2[CH2:25][C:24]([CH3:26])([CH3:27])[NH:23][C:22]([CH3:29])([CH3:28])[CH2:21]2)[CH:19]=1)=[O:13]. The yield is 0.710.